From a dataset of Forward reaction prediction with 1.9M reactions from USPTO patents (1976-2016). Predict the product of the given reaction. Given the reactants [NH2:1][C@H:2]1[CH2:6][CH2:5][N:4]([C@H:7]2[CH2:12][CH2:11][C@@H:10]([N:13]([CH:15]([CH3:17])[CH3:16])[CH3:14])[CH2:9][C@H:8]2[CH2:18][CH2:19][CH3:20])[C:3]1=[O:21].C(N(CC)C(C)C)(C)C.[CH2:31]([NH:33][C:34](=[O:49])[NH:35][C:36]1[CH:44]=[CH:43][C:42]([C:45]([F:48])([F:47])[F:46])=[CH:41][C:37]=1[C:38](O)=[O:39])[CH3:32].CN(C(ON1N=NC2C=CC=NC1=2)=[N+](C)C)C.F[P-](F)(F)(F)(F)F, predict the reaction product. The product is: [CH:15]([N:13]([CH3:14])[C@@H:10]1[CH2:11][CH2:12][C@H:7]([N:4]2[CH2:5][CH2:6][C@H:2]([NH:1][C:38]([C:37]3[CH:41]=[C:42]([C:45]([F:47])([F:48])[F:46])[CH:43]=[CH:44][C:36]=3[NH:35][C:34]([NH:33][CH2:31][CH3:32])=[O:49])=[O:39])[C:3]2=[O:21])[C@H:8]([CH2:18][CH2:19][CH3:20])[CH2:9]1)([CH3:16])[CH3:17].